From a dataset of NCI-60 drug combinations with 297,098 pairs across 59 cell lines. Regression. Given two drug SMILES strings and cell line genomic features, predict the synergy score measuring deviation from expected non-interaction effect. (1) Drug 1: CC(C)(C#N)C1=CC(=CC(=C1)CN2C=NC=N2)C(C)(C)C#N. Drug 2: C#CCC(CC1=CN=C2C(=N1)C(=NC(=N2)N)N)C3=CC=C(C=C3)C(=O)NC(CCC(=O)O)C(=O)O. Cell line: SK-OV-3. Synergy scores: CSS=-9.99, Synergy_ZIP=4.41, Synergy_Bliss=-1.20, Synergy_Loewe=-8.19, Synergy_HSA=-9.00. (2) Drug 1: CC=C1C(=O)NC(C(=O)OC2CC(=O)NC(C(=O)NC(CSSCCC=C2)C(=O)N1)C(C)C)C(C)C. Drug 2: CS(=O)(=O)OCCCCOS(=O)(=O)C. Cell line: NCI-H226. Synergy scores: CSS=45.7, Synergy_ZIP=-2.09, Synergy_Bliss=-1.57, Synergy_Loewe=-28.2, Synergy_HSA=-0.685. (3) Drug 1: CCC1(CC2CC(C3=C(CCN(C2)C1)C4=CC=CC=C4N3)(C5=C(C=C6C(=C5)C78CCN9C7C(C=CC9)(C(C(C8N6C)(C(=O)OC)O)OC(=O)C)CC)OC)C(=O)OC)O.OS(=O)(=O)O. Drug 2: COC1=C2C(=CC3=C1OC=C3)C=CC(=O)O2. Cell line: HCC-2998. Synergy scores: CSS=-0.556, Synergy_ZIP=-0.0509, Synergy_Bliss=1.16, Synergy_Loewe=-8.90, Synergy_HSA=-1.58. (4) Drug 1: CC1C(C(=O)NC(C(=O)N2CCCC2C(=O)N(CC(=O)N(C(C(=O)O1)C(C)C)C)C)C(C)C)NC(=O)C3=C4C(=C(C=C3)C)OC5=C(C(=O)C(=C(C5=N4)C(=O)NC6C(OC(=O)C(N(C(=O)CN(C(=O)C7CCCN7C(=O)C(NC6=O)C(C)C)C)C)C(C)C)C)N)C. Drug 2: CCC(=C(C1=CC=CC=C1)C2=CC=C(C=C2)OCCN(C)C)C3=CC=CC=C3.C(C(=O)O)C(CC(=O)O)(C(=O)O)O. Cell line: HCT-15. Synergy scores: CSS=33.1, Synergy_ZIP=7.36, Synergy_Bliss=11.7, Synergy_Loewe=7.27, Synergy_HSA=7.91. (5) Drug 1: C1C(C(OC1N2C=C(C(=O)NC2=O)F)CO)O. Drug 2: CNC(=O)C1=NC=CC(=C1)OC2=CC=C(C=C2)NC(=O)NC3=CC(=C(C=C3)Cl)C(F)(F)F. Cell line: CCRF-CEM. Synergy scores: CSS=31.3, Synergy_ZIP=6.90, Synergy_Bliss=4.79, Synergy_Loewe=-59.0, Synergy_HSA=-5.64. (6) Drug 1: C1CCN(CC1)CCOC2=CC=C(C=C2)C(=O)C3=C(SC4=C3C=CC(=C4)O)C5=CC=C(C=C5)O. Drug 2: CC1=C2C(C(=O)C3(C(CC4C(C3C(C(C2(C)C)(CC1OC(=O)C(C(C5=CC=CC=C5)NC(=O)OC(C)(C)C)O)O)OC(=O)C6=CC=CC=C6)(CO4)OC(=O)C)O)C)O. Cell line: NCI-H522. Synergy scores: CSS=39.8, Synergy_ZIP=0.876, Synergy_Bliss=-1.50, Synergy_Loewe=-41.7, Synergy_HSA=-1.51. (7) Drug 1: C1=CN(C(=O)N=C1N)C2C(C(C(O2)CO)O)O.Cl. Drug 2: CNC(=O)C1=NC=CC(=C1)OC2=CC=C(C=C2)NC(=O)NC3=CC(=C(C=C3)Cl)C(F)(F)F. Cell line: SNB-19. Synergy scores: CSS=22.5, Synergy_ZIP=-0.0209, Synergy_Bliss=-1.57, Synergy_Loewe=-23.0, Synergy_HSA=-1.37. (8) Drug 1: CC1=C2C(C(=O)C3(C(CC4C(C3C(C(C2(C)C)(CC1OC(=O)C(C(C5=CC=CC=C5)NC(=O)OC(C)(C)C)O)O)OC(=O)C6=CC=CC=C6)(CO4)OC(=O)C)OC)C)OC. Drug 2: CS(=O)(=O)CCNCC1=CC=C(O1)C2=CC3=C(C=C2)N=CN=C3NC4=CC(=C(C=C4)OCC5=CC(=CC=C5)F)Cl. Cell line: NCI-H226. Synergy scores: CSS=45.8, Synergy_ZIP=16.5, Synergy_Bliss=16.8, Synergy_Loewe=-11.0, Synergy_HSA=15.7. (9) Drug 1: C1=CC=C(C=C1)NC(=O)CCCCCCC(=O)NO. Drug 2: CC1C(C(CC(O1)OC2CC(OC(C2O)C)OC3=CC4=CC5=C(C(=O)C(C(C5)C(C(=O)C(C(C)O)O)OC)OC6CC(C(C(O6)C)O)OC7CC(C(C(O7)C)O)OC8CC(C(C(O8)C)O)(C)O)C(=C4C(=C3C)O)O)O)O. Cell line: U251. Synergy scores: CSS=67.5, Synergy_ZIP=3.56, Synergy_Bliss=4.31, Synergy_Loewe=-3.23, Synergy_HSA=3.35.